This data is from Full USPTO retrosynthesis dataset with 1.9M reactions from patents (1976-2016). The task is: Predict the reactants needed to synthesize the given product. Given the product [O:21]1[CH:22]=[CH:23][CH:24]=[C:20]1[C:2]1[CH:3]=[C:4]([CH3:14])[C:5]2[NH:9][C:8]([CH2:10][CH2:11][CH3:12])=[N:7][C:6]=2[CH:13]=1, predict the reactants needed to synthesize it. The reactants are: Br[C:2]1[CH:3]=[C:4]([CH3:14])[C:5]2[NH:9][C:8]([CH2:10][CH2:11][CH3:12])=[N:7][C:6]=2[CH:13]=1.C([Sn](CCCC)(CCCC)[C:20]1[O:21][CH:22]=[CH:23][CH:24]=1)CCC.O.